This data is from Reaction yield outcomes from USPTO patents with 853,638 reactions. The task is: Predict the reaction yield, written as a fraction of the theoretical maximum amount of product (1.0 means a 100% yield; for example, 0.34 means a 34% yield). (1) The reactants are Br[C:2]1[C:3](=[O:26])[N:4]([CH2:18][CH2:19][C:20]2[CH:25]=[CH:24][CH:23]=[CH:22][CH:21]=2)[C:5]([C:9]2[CH:14]=[CH:13][CH:12]=[C:11]([O:15][CH3:16])[C:10]=2[F:17])=[N:6][C:7]=1[CH3:8].[C:27]1(B(O)O)[CH:32]=[CH:31][CH:30]=[CH:29][CH:28]=1.C(O)C.C(=O)([O-])[O-].[Na+].[Na+]. The catalyst is O1CCOCC1.C1C=CC([P]([Pd]([P](C2C=CC=CC=2)(C2C=CC=CC=2)C2C=CC=CC=2)([P](C2C=CC=CC=2)(C2C=CC=CC=2)C2C=CC=CC=2)[P](C2C=CC=CC=2)(C2C=CC=CC=2)C2C=CC=CC=2)(C2C=CC=CC=2)C2C=CC=CC=2)=CC=1. The product is [F:17][C:10]1[C:11]([O:15][CH3:16])=[CH:12][CH:13]=[CH:14][C:9]=1[C:5]1[N:4]([CH2:18][CH2:19][C:20]2[CH:25]=[CH:24][CH:23]=[CH:22][CH:21]=2)[C:3](=[O:26])[C:2]([C:27]2[CH:32]=[CH:31][CH:30]=[CH:29][CH:28]=2)=[C:7]([CH3:8])[N:6]=1. The yield is 0.820. (2) The reactants are [NH3:1].Cl[C:3]1[C:8]([C:9]#[N:10])=[CH:7][C:6]([C:11]2[CH:16]=[CH:15][N:14]=[CH:13][CH:12]=2)=[C:5]([C:17]2[O:18][CH:19]=[CH:20][CH:21]=2)[N:4]=1. The catalyst is C(O)C. The product is [NH2:1][C:3]1[C:8]([C:9]#[N:10])=[CH:7][C:6]([C:11]2[CH:16]=[CH:15][N:14]=[CH:13][CH:12]=2)=[C:5]([C:17]2[O:18][CH:19]=[CH:20][CH:21]=2)[N:4]=1. The yield is 0.270. (3) The reactants are [Br:1][C:2]1[CH:3]=[C:4]2[C:10]([CH:11]([O:15][CH2:16][CH3:17])[O:12][CH2:13][CH3:14])=[N:9][NH:8][C:5]2=[CH:6][N:7]=1.[CH3:18][C:19]([O:22][C:23](O[C:23]([O:22][C:19]([CH3:21])([CH3:20])[CH3:18])=[O:24])=[O:24])([CH3:21])[CH3:20].CCOC(C)=O. The catalyst is CC#N.CN(C1C=CN=CC=1)C. The product is [Br:1][C:2]1[CH:3]=[C:4]2[C:10]([CH:11]([O:12][CH2:13][CH3:14])[O:15][CH2:16][CH3:17])=[N:9][N:8]([C:23]([O:22][C:19]([CH3:21])([CH3:20])[CH3:18])=[O:24])[C:5]2=[CH:6][N:7]=1. The yield is 0.889. (4) The reactants are [N:1]1([C:10]([O:12][C:13]([CH3:16])([CH3:15])[CH3:14])=[O:11])[C:5]2=[CH:6][N:7]=[CH:8][CH:9]=[C:4]2[CH:3]=[CH:2]1.CCO. The catalyst is O=[Pt]=O.CC(O)=O. The product is [N:1]1([C:10]([O:12][C:13]([CH3:16])([CH3:15])[CH3:14])=[O:11])[CH:5]2[CH2:6][NH:7][CH2:8][CH2:9][CH:4]2[CH2:3][CH2:2]1. The yield is 0.955. (5) The reactants are [H-].[Al+3].[Li+].[H-].[H-].[H-].[CH3:7][C:8]([C:15]1[CH:16]=[N:17][CH:18]=[CH:19][CH:20]=1)([CH3:14])[C:9](OCC)=[O:10].O.O.O.O.O.O.O.O.O.O.S([O-])([O-])(=O)=O.[Na+].[Na+]. The catalyst is O1CCCC1. The product is [CH3:14][C:8]([C:15]1[CH:16]=[N:17][CH:18]=[CH:19][CH:20]=1)([CH3:7])[CH2:9][OH:10]. The yield is 0.990. (6) The reactants are CN1CCN(C2C=CC(N[CH:15]=[C:16]3[C:24]4[C:19](=[CH:20][C:21]([C:25]([C:27]5[CH:28]=[C:29]([NH:33][C:34]([C:36]6[C:40]([Cl:41])=[CH:39][N:38]([CH2:42][CH3:43])[N:37]=6)=[O:35])[CH:30]=[CH:31][CH:32]=5)=[O:26])=[CH:22][CH:23]=4)[NH:18][C:17]3=[O:44])=CC=2)CC1.C1COCC1.[NH2:50][C:51]1[CH:56]=[CH:55][C:54]([CH2:57][CH2:58][CH2:59][C:60]([OH:62])=[O:61])=[CH:53][CH:52]=1. The catalyst is CCOC(C)=O.CCCCCC. The product is [Cl:41][C:40]1[C:36]([C:34]([NH:33][C:29]2[CH:28]=[C:27]([CH:32]=[CH:31][CH:30]=2)[C:25]([C:21]2[CH:20]=[C:19]3[C:24]([C:16](=[CH:15][NH:50][C:51]4[CH:52]=[CH:53][C:54]([CH2:57][CH2:58][CH2:59][C:60]([OH:62])=[O:61])=[CH:55][CH:56]=4)[C:17](=[O:44])[NH:18]3)=[CH:23][CH:22]=2)=[O:26])=[O:35])=[N:37][N:38]([CH2:42][CH3:43])[CH:39]=1. The yield is 0.450.